Task: Predict the product of the given reaction.. Dataset: Forward reaction prediction with 1.9M reactions from USPTO patents (1976-2016) (1) Given the reactants [CH3:1][N:2]([CH3:29])[C:3](=[O:28])[C:4]1[CH:9]=[CH:8][C:7]([CH:10]2[CH2:15][CH2:14][N:13]([C:16](=[O:27])[C:17]3[CH:22]=[CH:21][C:20]([CH3:23])=[C:19]([N+:24]([O-])=O)[CH:18]=3)[CH2:12][CH2:11]2)=[CH:6][CH:5]=1.[H][H], predict the reaction product. The product is: [NH2:24][C:19]1[CH:18]=[C:17]([CH:22]=[CH:21][C:20]=1[CH3:23])[C:16]([N:13]1[CH2:12][CH2:11][CH:10]([C:7]2[CH:8]=[CH:9][C:4]([C:3]([N:2]([CH3:29])[CH3:1])=[O:28])=[CH:5][CH:6]=2)[CH2:15][CH2:14]1)=[O:27]. (2) The product is: [C:15]([O:18][C:10]1[C:11]([CH3:13])=[N:12][N:8]([C:5]2[CH:6]=[CH:7][C:2]([F:1])=[CH:3][CH:4]=2)[N:9]=1)(=[O:17])[CH3:16]. Given the reactants [F:1][C:2]1[CH:7]=[CH:6][C:5]([N:8]2[N:12]=[C:11]([CH3:13])[CH:10]=[N+:9]2[O-])=[CH:4][CH:3]=1.[C:15]([O:18]C(=O)C)(=[O:17])[CH3:16], predict the reaction product. (3) Given the reactants N[C:2]1[S:3][C:4]2[CH:10]=[C:9]([C:11]([O:13][CH2:14][CH3:15])=[O:12])[CH:8]=[CH:7][C:5]=2[N:6]=1.N(OCCCCC)=O, predict the reaction product. The product is: [S:3]1[C:4]2[CH:10]=[C:9]([C:11]([O:13][CH2:14][CH3:15])=[O:12])[CH:8]=[CH:7][C:5]=2[N:6]=[CH:2]1.